This data is from Forward reaction prediction with 1.9M reactions from USPTO patents (1976-2016). The task is: Predict the product of the given reaction. (1) Given the reactants [H-].[Na+].[OH:3][CH2:4][CH2:5][O:6][CH2:7][CH2:8][O:9][CH2:10][CH2:11][O:12][CH2:13][CH2:14][OH:15].BrC[CH:18]=[O:19].[C:20]([O:23][CH2:24][CH3:25])(=[O:22])[CH3:21].[CH2:26]1COCC1, predict the reaction product. The product is: [CH3:26][O:15][CH:14]([O:19][CH3:18])[CH2:13][O:12][CH2:11][CH2:10][O:9][CH2:8][CH2:7][O:6][CH2:5][CH2:4][O:3][CH2:25][CH2:24][O:23][C:20](=[O:22])[CH3:21]. (2) The product is: [CH2:1]([O:3][C:4]([C:6]1[C:14]2[C:9](=[CH:10][CH:11]=[C:12]([O:15][C:35]3[CH:34]=[CH:33][C:42]4[C:37](=[CH:38][CH:39]=[CH:40][CH:41]=4)[CH:36]=3)[CH:13]=2)[N:8]([C:16]2[CH:21]=[CH:20][C:19]([N:22]([CH2:25][CH3:26])[CH2:23][CH3:24])=[CH:18][CH:17]=2)[C:7]=1[CH2:27][C:28]([O:30][CH2:31][CH3:32])=[O:29])=[O:5])[CH3:2]. Given the reactants [CH2:1]([O:3][C:4]([C:6]1[C:14]2[C:9](=[CH:10][CH:11]=[C:12]([OH:15])[CH:13]=2)[N:8]([C:16]2[CH:21]=[CH:20][C:19]([N:22]([CH2:25][CH3:26])[CH2:23][CH3:24])=[CH:18][CH:17]=2)[C:7]=1[CH2:27][C:28]([O:30][CH2:31][CH3:32])=[O:29])=[O:5])[CH3:2].[CH:33]1[C:42]2[C:37](=[CH:38][CH:39]=[CH:40][CH:41]=2)[CH:36]=[CH:35][C:34]=1B(O)O, predict the reaction product. (3) Given the reactants [H][H].[CH3:3][NH:4][CH3:5].[C:6]1(=O)[CH2:11][CH2:10][CH2:9][CH2:8][CH2:7]1.CNC.C1(=O)CCCCC1, predict the reaction product. The product is: [CH3:3][N:4]([CH:6]1[CH2:11][CH2:10][CH2:9][CH2:8][CH2:7]1)[CH3:5]. (4) Given the reactants [CH3:1][O:2][C:3]1[CH:4]=[C:5]([C:15]2[N:19]3[CH2:20][CH2:21][CH2:22][CH:23]([C:24]([O:26][CH2:27][CH3:28])=[O:25])[C:18]3=[N:17][N:16]=2)[CH:6]=[CH:7][C:8]=1[C:9]1[O:13][C:12]([CH3:14])=[N:11][CH:10]=1.[H-].[Na+].[F:31][C:32]1[CH:33]=[C:34]([CH:37]=[CH:38][C:39]=1[F:40])[CH2:35]Br, predict the reaction product. The product is: [F:31][C:32]1[CH:33]=[C:34]([CH:37]=[CH:38][C:39]=1[F:40])[CH2:35][C:23]1([C:24]([O:26][CH2:27][CH3:28])=[O:25])[CH2:22][CH2:21][CH2:20][N:19]2[C:15]([C:5]3[CH:6]=[CH:7][C:8]([C:9]4[O:13][C:12]([CH3:14])=[N:11][CH:10]=4)=[C:3]([O:2][CH3:1])[CH:4]=3)=[N:16][N:17]=[C:18]12. (5) Given the reactants [Br:1][C:2]1[C:3]([F:11])=[C:4]([CH:7]=[C:8]([Cl:10])[CH:9]=1)[CH:5]=[O:6].C([OH:16])(C)(C)C.[O-][Mn](=O)(=O)=O.[K+], predict the reaction product. The product is: [Br:1][C:2]1[C:3]([F:11])=[C:4]([CH:7]=[C:8]([Cl:10])[CH:9]=1)[C:5]([OH:16])=[O:6]. (6) Given the reactants [NH2:1][CH:2]1[CH2:7][CH2:6][N:5]([CH2:8][CH2:9][N:10]2[C:19]3[C:14](=[C:15]([F:21])[CH:16]=[C:17]([F:20])[CH:18]=3)[CH:13]=[CH:12][C:11]2=[O:22])[CH2:4][CH2:3]1.[CH3:23][C:24]1[O:28][N:27]=[C:26]([C:29]2[CH:37]=[CH:36][C:32]([C:33](O)=[O:34])=[CH:31][CH:30]=2)[N:25]=1.C(Cl)CCl.C1C=CC2N(O)N=NC=2C=1, predict the reaction product. The product is: [F:21][C:15]1[CH:16]=[C:17]([F:20])[CH:18]=[C:19]2[C:14]=1[CH:13]=[CH:12][C:11](=[O:22])[N:10]2[CH2:9][CH2:8][N:5]1[CH2:4][CH2:3][CH:2]([NH:1][C:33](=[O:34])[C:32]2[CH:31]=[CH:30][C:29]([C:26]3[N:25]=[C:24]([CH3:23])[O:28][N:27]=3)=[CH:37][CH:36]=2)[CH2:7][CH2:6]1.